Dataset: Reaction yield outcomes from USPTO patents with 853,638 reactions. Task: Predict the reaction yield, written as a fraction of the theoretical maximum amount of product (1.0 means a 100% yield; for example, 0.34 means a 34% yield). (1) The reactants are [CH3:1][N:2]1[CH:10]2[CH:5]([N:6]=[C:7]([OH:12])[N:8]=[C:9]2[OH:11])[CH:4]=[N:3]1.C1C(=O)N([Br:20])C(=O)C1.C(O)(=O)C. The catalyst is C(#N)C. The product is [Br:20][C:4]1[CH:5]2[N:6]=[C:7]([OH:12])[N:8]=[C:9]([OH:11])[CH:10]2[N:2]([CH3:1])[N:3]=1. The yield is 0.550. (2) The reactants are [Cl:1][C:2]1[N:3]=[CH:4][C:5]2[CH:10]=[C:9]([C:11]3[C:16]([Cl:17])=[CH:15][CH:14]=[CH:13][C:12]=3[Cl:18])[NH:8][C:6]=2[N:7]=1.O[CH2:20][CH:21]1[S:26][CH2:25][CH2:24][N:23]([C:27]([O:29][C:30]([CH3:33])([CH3:32])[CH3:31])=[O:28])[CH2:22]1.CCN(C(C)C)C(C)C.C1C=CC(P(C2C=CC=CC=2)C2C=CC=CC=2)=CC=1.CC(OC(/N=N/C(OC(C)C)=O)=O)C. The catalyst is C1COCC1.CCOC(C)=O. The product is [Cl:1][C:2]1[N:3]=[CH:4][C:5]2[CH:10]=[C:9]([C:11]3[C:16]([Cl:17])=[CH:15][CH:14]=[CH:13][C:12]=3[Cl:18])[N:8]([CH2:20][CH:21]3[S:26][CH2:25][CH2:24][N:23]([C:27]([O:29][C:30]([CH3:31])([CH3:33])[CH3:32])=[O:28])[CH2:22]3)[C:6]=2[N:7]=1. The yield is 0.900. (3) The reactants are Br[C:2]1[CH:3]=[C:4]([N:22]([CH:24]2[CH2:28][CH2:27][CH2:26][CH2:25]2)[CH3:23])[C:5]([CH3:21])=[C:6]([CH:20]=1)[C:7]([NH:9][CH2:10][C:11]1[C:12](=[O:19])[NH:13][C:14]([CH3:18])=[CH:15][C:16]=1[CH3:17])=[O:8].[CH:29]([C:31]1[N:36]=[CH:35][C:34](B(O)O)=[CH:33][CH:32]=1)=[O:30].C([O-])([O-])=O.[Na+].[Na+]. The catalyst is O1CCOCC1.O.O.C1C=CC([P]([Pd]([P](C2C=CC=CC=2)(C2C=CC=CC=2)C2C=CC=CC=2)([P](C2C=CC=CC=2)(C2C=CC=CC=2)C2C=CC=CC=2)[P](C2C=CC=CC=2)(C2C=CC=CC=2)C2C=CC=CC=2)(C2C=CC=CC=2)C2C=CC=CC=2)=CC=1. The product is [CH:24]1([N:22]([CH3:23])[C:4]2[C:5]([CH3:21])=[C:6]([CH:20]=[C:2]([C:34]3[CH:35]=[N:36][C:31]([CH:29]=[O:30])=[CH:32][CH:33]=3)[CH:3]=2)[C:7]([NH:9][CH2:10][C:11]2[C:12](=[O:19])[NH:13][C:14]([CH3:18])=[CH:15][C:16]=2[CH3:17])=[O:8])[CH2:28][CH2:27][CH2:26][CH2:25]1. The yield is 0.660. (4) The reactants are [Cl:1][C:2]1[C:3]([F:42])=[C:4]([C@@H:8]2[C@:12]([C:15]3[CH:20]=[CH:19][C:18]([Cl:21])=[CH:17][C:16]=3[F:22])([C:13]#[N:14])[C@H:11]([CH2:23][C:24]([CH3:27])([CH3:26])[CH3:25])[NH:10][C@H:9]2[C:28]([NH:30][C:31]2[CH:39]=[CH:38][C:34]([C:35]([OH:37])=[O:36])=[CH:33][C:32]=2[O:40][CH3:41])=[O:29])[CH:5]=[CH:6][CH:7]=1.C(=O)([O-])[O-].[Cs+].[Cs+].[C:49](=[O:72])([O:54][C@H:55]1[C@@H:59]2[O:60][C:61]([CH3:64])([CH3:63])[O:62][C@@H:58]2[O:57][C@H:56]1[C@@H:65]1[CH2:69][O:68][C:67]([CH3:71])([CH3:70])[O:66]1)[O:50][CH:51](Cl)[CH3:52]. The catalyst is CN(C)C=O.C(OCC)(=O)C. The product is [Cl:1][C:2]1[C:3]([F:42])=[C:4]([C@@H:8]2[C@:12]([C:15]3[CH:20]=[CH:19][C:18]([Cl:21])=[CH:17][C:16]=3[F:22])([C:13]#[N:14])[C@H:11]([CH2:23][C:24]([CH3:26])([CH3:27])[CH3:25])[NH:10][C@H:9]2[C:28]([NH:30][C:31]2[CH:39]=[CH:38][C:34]([C:35]([O:37][CH:51]([O:50][C:49]([O:54][C@@H:55]3[C@H:59]4[O:60][C:61]([CH3:64])([CH3:63])[O:62][C@H:58]4[O:57][C@@H:56]3[C@H:65]3[CH2:69][O:68][C:67]([CH3:70])([CH3:71])[O:66]3)=[O:72])[CH3:52])=[O:36])=[CH:33][C:32]=2[O:40][CH3:41])=[O:29])[CH:5]=[CH:6][CH:7]=1. The yield is 0.820. (5) The reactants are [F:1][C:2]1[CH:3]=[CH:4][C:5]([O:21][CH3:22])=[C:6]([C:8]([CH3:20])([CH3:19])[CH2:9][C:10]([OH:18])([C:14]([F:17])([F:16])[F:15])[C:11](O)=[O:12])[CH:7]=1.[OH-].[Na+].[NH2:25][C:26]1[CH:31]=[CH:30][CH:29]=[CH:28][CH:27]=1.[H-].[Na+]. The catalyst is CO.CN(C=O)C. The product is [C:26]1([NH:25][C:11](=[O:12])[C:10]([OH:18])([C:14]([F:15])([F:16])[F:17])[CH2:9][C:8]([C:6]2[CH:7]=[C:2]([F:1])[CH:3]=[CH:4][C:5]=2[O:21][CH3:22])([CH3:20])[CH3:19])[CH:31]=[CH:30][CH:29]=[CH:28][CH:27]=1. The yield is 0.340. (6) The reactants are [CH3:1][O:2][C:3](=[O:12])[C:4]1[CH:9]=[CH:8][CH:7]=[C:6]([CH2:10]Br)[CH:5]=1.[C-:13]#[N:14].[Na+]. The catalyst is CN(C=O)C.O. The product is [CH3:1][O:2][C:3](=[O:12])[C:4]1[CH:9]=[CH:8][CH:7]=[C:6]([CH2:10][C:13]#[N:14])[CH:5]=1. The yield is 0.700.